Dataset: Reaction yield outcomes from USPTO patents with 853,638 reactions. Task: Predict the reaction yield, written as a fraction of the theoretical maximum amount of product (1.0 means a 100% yield; for example, 0.34 means a 34% yield). (1) The reactants are Cl.[Cl:2][C:3]1[C:7]([NH2:8])=[CH:6][NH:5][N:4]=1.C(=O)(O)[O-].[Na+].[O:14]1CC[CH2:16][CH2:15]1.C(OC(=O)C)(=O)C. The catalyst is C(OCC)(=O)C.O.COC(C)(C)C. The product is [Cl:2][C:3]1[C:7]([NH:8][C:15](=[O:14])[CH3:16])=[CH:6][NH:5][N:4]=1. The yield is 0.830. (2) The reactants are [C:1]([O:5][C:6]([NH:8][C:9]1([C:14]([OH:16])=[O:15])[CH2:13][CH2:12][O:11][CH2:10]1)=[O:7])([CH3:4])([CH3:3])[CH3:2].C([O-])([O-])=O.[K+].[K+].[CH2:23](Br)[C:24]1[CH:29]=[CH:28][CH:27]=[CH:26][CH:25]=1. The catalyst is CN(C=O)C. The product is [C:1]([O:5][C:6]([NH:8][C:9]1([C:14]([O:16][CH2:23][C:24]2[CH:29]=[CH:28][CH:27]=[CH:26][CH:25]=2)=[O:15])[CH2:13][CH2:12][O:11][CH2:10]1)=[O:7])([CH3:4])([CH3:2])[CH3:3]. The yield is 0.580. (3) The product is [NH2:11][C:12]1[C:21]([C:22]([OH:24])=[O:23])=[C:15]2[N:16]=[CH:17][C:18]([F:20])=[CH:19][N:14]2[N:13]=1. The yield is 0.850. The reactants are CC1C=CC(S([O-])=O)=CC=1.[NH2:11][C:12]1[C:21]([C:22]([O:24]CC=C)=[O:23])=[C:15]2[N:16]=[CH:17][C:18]([F:20])=[CH:19][N:14]2[N:13]=1. The catalyst is CS(C)=O.O.Cl.C1C=CC([P]([Pd]([P](C2C=CC=CC=2)(C2C=CC=CC=2)C2C=CC=CC=2)([P](C2C=CC=CC=2)(C2C=CC=CC=2)C2C=CC=CC=2)[P](C2C=CC=CC=2)(C2C=CC=CC=2)C2C=CC=CC=2)(C2C=CC=CC=2)C2C=CC=CC=2)=CC=1. (4) The reactants are [Cl:1][C:2]1[C:3]([C:15]([O:17]C)=[O:16])=[N:4][S:5][C:6]=1[C:7]1[CH:12]=[CH:11][CH:10]=[C:9]([Cl:13])[C:8]=1[F:14].C([O-])([O-])=O.[Cs+].[Cs+].ClC1C(C(OC)=O)=NSC=1Cl. The catalyst is COCCOC.O.CCOC(C)=O.C1C=CC([P]([Pd]([P](C2C=CC=CC=2)(C2C=CC=CC=2)C2C=CC=CC=2)([P](C2C=CC=CC=2)(C2C=CC=CC=2)C2C=CC=CC=2)[P](C2C=CC=CC=2)(C2C=CC=CC=2)C2C=CC=CC=2)(C2C=CC=CC=2)C2C=CC=CC=2)=CC=1. The product is [Cl:1][C:2]1[C:3]([C:15]([OH:17])=[O:16])=[N:4][S:5][C:6]=1[C:7]1[CH:12]=[CH:11][CH:10]=[C:9]([Cl:13])[C:8]=1[F:14]. The yield is 0.370. (5) The reactants are [S:1]1[C:5]([CH2:6][CH2:7][OH:8])=[CH:4][N:3]=[CH:2]1.[CH3:9][S:10](Cl)(=[O:12])=[O:11].CCN(CC)CC.O. The catalyst is C(Cl)Cl. The product is [S:1]1[C:5]([CH2:6][CH2:7][O:8][S:10]([CH3:9])(=[O:12])=[O:11])=[CH:4][N:3]=[CH:2]1. The yield is 1.00.